This data is from Catalyst prediction with 721,799 reactions and 888 catalyst types from USPTO. The task is: Predict which catalyst facilitates the given reaction. (1) Reactant: Cl.[NH:2]1[CH2:7][CH2:6][C:5]2([C:15]3[C:10](=[CH:11][CH:12]=[CH:13][CH:14]=3)[NH:9][C:8]2=[O:16])[CH2:4][CH2:3]1.[CH3:17][C:18]1[C:26]2[CH2:25][O:24][C:23](=[O:27])[C:22]=2[CH:21]=[CH:20][C:19]=1[C@H:28]1[CH2:30][O:29]1.CCN(C(C)C)C(C)C. Product: [OH:29][C@H:28]([C:19]1[C:18]([CH3:17])=[C:26]2[C:22](=[CH:21][CH:20]=1)[C:23](=[O:27])[O:24][CH2:25]2)[CH2:30][N:2]1[CH2:7][CH2:6][C:5]2([C:15]3[C:10](=[CH:11][CH:12]=[CH:13][CH:14]=3)[NH:9][C:8]2=[O:16])[CH2:4][CH2:3]1. The catalyst class is: 8. (2) Reactant: [F:1][C:2]([F:17])([F:16])[C:3]1[CH:4]=[C:5]([CH:13]([OH:15])[CH3:14])[CH:6]=[C:7]([C:9]([F:12])([F:11])[F:10])[CH:8]=1.[H-].[Na+].[Cl:20][C:21]([Cl:25])([Cl:24])[C:22]#[N:23].O. Product: [Cl:20][C:21]([Cl:25])([Cl:24])[C:22](=[NH:23])[O:15][CH:13]([C:5]1[CH:4]=[C:3]([C:2]([F:16])([F:17])[F:1])[CH:8]=[C:7]([C:9]([F:10])([F:11])[F:12])[CH:6]=1)[CH3:14]. The catalyst class is: 28. (3) Reactant: [CH3:1][O:2][C:3]([C:5]1[C:10]([NH2:11])=[CH:9][C:8]([C:12]([F:15])([F:14])[F:13])=[C:7](Br)[N:6]=1)=[O:4].C([Sn](CCCC)(CCCC)[C:22]1[O:23][CH:24]=[CH:25][N:26]=1)CCC. Product: [NH2:11][C:10]1[C:5]([C:3]([O:2][CH3:1])=[O:4])=[N:6][C:7]([C:22]2[O:23][CH:24]=[CH:25][N:26]=2)=[C:8]([C:12]([F:15])([F:14])[F:13])[CH:9]=1. The catalyst class is: 77. (4) Reactant: C/C(/O[Si](C)(C)C)=N\[Si](C)(C)C.[F:13][C:14]1[NH:15][C:16]([NH2:23])=[C:17]2[C:21]([N:22]=1)=[N:20][CH:19]=[N:18]2.C(O[CH:28]1[CH2:33][CH2:32][CH2:31][CH2:30][O:29]1)(=O)C.FC(F)(F)S(O[Si](C)(C)C)(=O)=O. Product: [F:13][C:14]1[N:22]=[C:21]2[C:17]([N:18]=[CH:19][N:20]2[CH:28]2[CH2:33][CH2:32][CH2:31][CH2:30][O:29]2)=[C:16]([NH2:23])[N:15]=1. The catalyst class is: 10. (5) Reactant: [OH:1][C:2]1[CH:3]=[C:4]([CH:9]=[CH:10][CH:11]=1)[C:5]([O:7][CH3:8])=[O:6].C([O-])([O-])=O.[K+].[K+].[CH2:18](Br)[C:19]#[CH:20]. Product: [CH2:20]([O:1][C:2]1[CH:3]=[C:4]([CH:9]=[CH:10][CH:11]=1)[C:5]([O:7][CH3:8])=[O:6])[C:19]#[CH:18]. The catalyst class is: 18. (6) Product: [Cl:25][C:26]1[CH:27]=[C:28]([CH:33]=[CH:34][C:35]=1[Cl:36])[CH2:29][NH:30][C:31](=[O:32])[NH:1][C:2]1[CH:7]=[CH:6][C:5]([S:8]([NH:11][C:12](=[O:15])[O:13][CH3:14])(=[O:10])=[O:9])=[CH:4][CH:3]=1. The catalyst class is: 10. Reactant: [NH2:1][C:2]1[CH:7]=[CH:6][C:5]([S:8]([NH:11][C:12](=[O:15])[O:13][CH3:14])(=[O:10])=[O:9])=[CH:4][CH:3]=1.C(N(CC)C(C)C)(C)C.[Cl:25][C:26]1[CH:27]=[C:28]([CH:33]=[CH:34][C:35]=1[Cl:36])[CH2:29][N:30]=[C:31]=[O:32]. (7) Reactant: Cl.[CH3:2][O:3][C:4]1[CH:5]=[C:6]2[C:11](=[C:12]([N:14]3[CH2:20][CH2:19][CH2:18][N:17]([CH3:21])[CH2:16][CH2:15]3)[CH:13]=1)[O:10][C:9]([C:22](O)=[O:23])=[CH:8][C:7]2=[O:25].[O:26]1[CH2:31][CH2:30][N:29]([C:32]2[CH:38]=[CH:37][C:35]([NH2:36])=[CH:34][CH:33]=2)[CH2:28][CH2:27]1.CN(C(ON1N=NC2C=CC=CC1=2)=[N+](C)C)C.[B-](F)(F)(F)F.C1C=CC2N(O)N=NC=2C=1. Product: [N:29]1([C:32]2[CH:33]=[CH:34][C:35]([NH:36][C:22]([C:9]3[O:10][C:11]4[C:6]([C:7](=[O:25])[CH:8]=3)=[CH:5][C:4]([O:3][CH3:2])=[CH:13][C:12]=4[N:14]3[CH2:20][CH2:19][CH2:18][N:17]([CH3:21])[CH2:16][CH2:15]3)=[O:23])=[CH:37][CH:38]=2)[CH2:28][CH2:27][O:26][CH2:31][CH2:30]1. The catalyst class is: 3. (8) Reactant: [Cl:1][C:2]1[C:10]2[N:9]=[C:8]3[N:11]([C:15]4[C:16]([CH3:23])=[N:17][C:18](Cl)=[N:19][C:20]=4[CH3:21])[CH2:12][CH2:13][CH2:14][N:7]3[C:6]=2[C:5]([CH:24]([O:29][CH:30]([F:32])[F:31])[C:25]([F:28])([F:27])[F:26])=[CH:4][CH:3]=1.[O-:33][CH2:34][CH3:35].[Na+]. Product: [Cl:1][C:2]1[C:10]2[N:9]=[C:8]3[N:11]([C:15]4[C:16]([CH3:23])=[N:17][C:18]([O:33][CH2:34][CH3:35])=[N:19][C:20]=4[CH3:21])[CH2:12][CH2:13][CH2:14][N:7]3[C:6]=2[C:5]([CH:24]([O:29][CH:30]([F:31])[F:32])[C:25]([F:27])([F:26])[F:28])=[CH:4][CH:3]=1. The catalyst class is: 8. (9) Reactant: [CH2:1]([O:5][CH2:6][CH2:7][O:8][C:9]1[CH:14]=[CH:13][C:12]([C:15]2[CH:16]=[CH:17][C:18]3[N:24]([C:25](=[O:30])[C:26]([F:29])([F:28])[F:27])[CH2:23][CH2:22][C:21]([C:31]([NH:33][C:34]4[CH:39]=[CH:38][C:37]([CH:40]([OH:48])[C:41]5[CH:46]=[CH:45][CH:44]=[C:43]([CH3:47])[N:42]=5)=[CH:36][CH:35]=4)=[O:32])=[CH:20][C:19]=3[CH:49]=2)=[CH:11][CH:10]=1)[CH2:2][CH2:3][CH3:4].ClC1C=CC=C(C(OO)=[O:58])C=1.S([O-])([O-])(=O)=S.[Na+].[Na+]. Product: [CH2:1]([O:5][CH2:6][CH2:7][O:8][C:9]1[CH:10]=[CH:11][C:12]([C:15]2[CH:16]=[CH:17][C:18]3[N:24]([C:25](=[O:30])[C:26]([F:29])([F:28])[F:27])[CH2:23][CH2:22][C:21]([C:31]([NH:33][C:34]4[CH:39]=[CH:38][C:37]([CH:40]([OH:48])[C:41]5[CH:46]=[CH:45][CH:44]=[C:43]([CH3:47])[N+:42]=5[O-:58])=[CH:36][CH:35]=4)=[O:32])=[CH:20][C:19]=3[CH:49]=2)=[CH:13][CH:14]=1)[CH2:2][CH2:3][CH3:4]. The catalyst class is: 4. (10) Reactant: [H-].[Na+].[CH3:3][C:4]1[C:8]([C:9]([O:11]CC)=[O:10])=[C:7]([CH3:14])[NH:6][N:5]=1.[H][H].Br[CH2:18][CH2:19][O:20][CH3:21]. Product: [CH3:21][O:20][CH2:19][CH2:18][N:6]1[C:7]([CH3:14])=[C:8]([C:9]([OH:11])=[O:10])[C:4]([CH3:3])=[N:5]1. The catalyst class is: 1.